This data is from NCI-60 drug combinations with 297,098 pairs across 59 cell lines. The task is: Regression. Given two drug SMILES strings and cell line genomic features, predict the synergy score measuring deviation from expected non-interaction effect. (1) Drug 1: CN(CC1=CN=C2C(=N1)C(=NC(=N2)N)N)C3=CC=C(C=C3)C(=O)NC(CCC(=O)O)C(=O)O. Drug 2: CCN(CC)CCNC(=O)C1=C(NC(=C1C)C=C2C3=C(C=CC(=C3)F)NC2=O)C. Cell line: T-47D. Synergy scores: CSS=32.8, Synergy_ZIP=1.61, Synergy_Bliss=-3.33, Synergy_Loewe=-52.5, Synergy_HSA=-4.83. (2) Drug 2: CC1OCC2C(O1)C(C(C(O2)OC3C4COC(=O)C4C(C5=CC6=C(C=C35)OCO6)C7=CC(=C(C(=C7)OC)O)OC)O)O. Drug 1: CC(C1=C(C=CC(=C1Cl)F)Cl)OC2=C(N=CC(=C2)C3=CN(N=C3)C4CCNCC4)N. Synergy scores: CSS=29.4, Synergy_ZIP=1.23, Synergy_Bliss=4.43, Synergy_Loewe=4.29, Synergy_HSA=5.23. Cell line: HCC-2998. (3) Drug 1: C1=CN(C=N1)CC(O)(P(=O)(O)O)P(=O)(O)O. Drug 2: C1C(C(OC1N2C=NC3=C2NC=NCC3O)CO)O. Cell line: COLO 205. Synergy scores: CSS=11.3, Synergy_ZIP=1.97, Synergy_Bliss=3.15, Synergy_Loewe=5.47, Synergy_HSA=2.72. (4) Drug 2: C1=NNC2=C1C(=O)NC=N2. Synergy scores: CSS=53.3, Synergy_ZIP=2.48, Synergy_Bliss=6.88, Synergy_Loewe=-35.0, Synergy_HSA=5.14. Drug 1: COC1=CC(=CC(=C1O)OC)C2C3C(COC3=O)C(C4=CC5=C(C=C24)OCO5)OC6C(C(C7C(O6)COC(O7)C8=CC=CS8)O)O. Cell line: HCT-15. (5) Drug 1: CN(CCCl)CCCl.Cl. Drug 2: CC1C(C(CC(O1)OC2CC(CC3=C2C(=C4C(=C3O)C(=O)C5=C(C4=O)C(=CC=C5)OC)O)(C(=O)CO)O)N)O.Cl. Cell line: HOP-92. Synergy scores: CSS=69.9, Synergy_ZIP=-6.11, Synergy_Bliss=-6.50, Synergy_Loewe=-2.04, Synergy_HSA=-0.232. (6) Drug 2: CC12CCC3C(C1CCC2OP(=O)(O)O)CCC4=C3C=CC(=C4)OC(=O)N(CCCl)CCCl.[Na+]. Drug 1: C1=CC(=CC=C1CC(C(=O)O)N)N(CCCl)CCCl.Cl. Cell line: KM12. Synergy scores: CSS=-0.535, Synergy_ZIP=-4.98, Synergy_Bliss=-11.4, Synergy_Loewe=-10.1, Synergy_HSA=-10.1. (7) Drug 1: CC(CN1CC(=O)NC(=O)C1)N2CC(=O)NC(=O)C2. Drug 2: COCCOC1=C(C=C2C(=C1)C(=NC=N2)NC3=CC=CC(=C3)C#C)OCCOC.Cl. Cell line: NCIH23. Synergy scores: CSS=15.1, Synergy_ZIP=-4.52, Synergy_Bliss=-1.78, Synergy_Loewe=-1.72, Synergy_HSA=-1.34. (8) Drug 2: CC(C)CN1C=NC2=C1C3=CC=CC=C3N=C2N. Synergy scores: CSS=8.79, Synergy_ZIP=2.94, Synergy_Bliss=7.60, Synergy_Loewe=-8.89, Synergy_HSA=4.36. Cell line: HCC-2998. Drug 1: CC1C(C(CC(O1)OC2CC(CC3=C2C(=C4C(=C3O)C(=O)C5=C(C4=O)C(=CC=C5)OC)O)(C(=O)C)O)N)O.Cl. (9) Drug 1: CN(CC1=CN=C2C(=N1)C(=NC(=N2)N)N)C3=CC=C(C=C3)C(=O)NC(CCC(=O)O)C(=O)O. Drug 2: C1CC(CNC1)C2=CC=C(C=C2)N3C=C4C=CC=C(C4=N3)C(=O)N. Cell line: SK-OV-3. Synergy scores: CSS=8.49, Synergy_ZIP=0.000455, Synergy_Bliss=3.01, Synergy_Loewe=4.90, Synergy_HSA=5.05. (10) Drug 1: CNC(=O)C1=CC=CC=C1SC2=CC3=C(C=C2)C(=NN3)C=CC4=CC=CC=N4. Drug 2: C1CCC(C1)C(CC#N)N2C=C(C=N2)C3=C4C=CNC4=NC=N3. Cell line: NCI-H226. Synergy scores: CSS=2.41, Synergy_ZIP=-2.07, Synergy_Bliss=0.252, Synergy_Loewe=-3.61, Synergy_HSA=-1.44.